Dataset: Catalyst prediction with 721,799 reactions and 888 catalyst types from USPTO. Task: Predict which catalyst facilitates the given reaction. (1) Reactant: ClP(C(C)(C)C)C(C)(C)C.Br[C:12]1[C:17]2=[CH:18][CH:19]=[C:20]3[C:29]([CH:28]=[C:27]4[C:22]([CH:23]=[CH:24][CH:25]=[CH:26]4)=[CH:21]3)=[C:16]2[CH:15]=[CH:14][CH:13]=1.[C:30]1([NH:36][C:37]2[CH:42]=[CH:41][CH:40]=[CH:39][CH:38]=2)[CH:35]=[CH:34][CH:33]=[CH:32][CH:31]=1.CC(C)([O-])C.[Na+]. Product: [C:37]1([N:36]([C:30]2[CH:31]=[CH:32][CH:33]=[CH:34][CH:35]=2)[C:12]2[C:17]3=[CH:18][CH:19]=[C:20]4[C:29]([CH:28]=[C:27]5[C:22]([CH:23]=[CH:24][CH:25]=[CH:26]5)=[CH:21]4)=[C:16]3[CH:15]=[CH:14][CH:13]=2)[CH:38]=[CH:39][CH:40]=[CH:41][CH:42]=1. The catalyst class is: 493. (2) Reactant: [NH2:1][C:2]1[N:7]([CH3:8])[C:6](=[O:9])[N:5]([CH3:10])[C:4](=[O:11])[CH:3]=1.[N:12]([O-])=[O:13].[Na+]. Product: [NH2:1][C:2]1[N:7]([CH3:8])[C:6](=[O:9])[N:5]([CH3:10])[C:4](=[O:11])[C:3]=1[N:12]=[O:13]. The catalyst class is: 6. (3) Reactant: [BH4-].[Na+].[F:3][C:4]1[CH:13]=[CH:12][CH:11]=[C:10]2[C:5]=1[CH:6]=[CH:7][C:8]([O:16][CH3:17])=[C:9]2[CH:14]=[O:15]. Product: [F:3][C:4]1[CH:13]=[CH:12][CH:11]=[C:10]2[C:5]=1[CH:6]=[CH:7][C:8]([O:16][CH3:17])=[C:9]2[CH2:14][OH:15]. The catalyst class is: 811. (4) Reactant: [C:1]([C@@H:3]1[CH2:5][C@@H:4]1[CH2:6][O:7][C:8]1[N:13]=[C:12]([N:14]2[CH2:19][CH2:18][CH:17]([C:20]3[C:28]4[C:23](=[N:24][CH:25]=[CH:26][CH:27]=4)[NH:22][CH:21]=3)[CH2:16][CH2:15]2)[N:11]=[C:10]([C:29](OC)=[O:30])[N:9]=1)#[N:2].[NH2:33][C@H:34]([CH3:37])[CH2:35][OH:36].CCOC(C)=O. Product: [C:1]([C@@H:3]1[CH2:5][C@@H:4]1[CH2:6][O:7][C:8]1[N:13]=[C:12]([N:14]2[CH2:15][CH2:16][CH:17]([C:20]3[C:28]4[C:23](=[N:24][CH:25]=[CH:26][CH:27]=4)[NH:22][CH:21]=3)[CH2:18][CH2:19]2)[N:11]=[C:10]([C:29]([NH:33][C@H:34]([CH3:37])[CH2:35][OH:36])=[O:30])[N:9]=1)#[N:2]. The catalyst class is: 12. (5) Reactant: [C:1]([CH:7]([OH:14])[CH2:8][CH:9]([OH:13])[CH2:10][CH2:11][OH:12])(=[O:6])[C:2]([CH3:5])([CH3:4])[CH3:3].N1C=CN=C1.[Si:20](Cl)([C:33]([CH3:36])([CH3:35])[CH3:34])([C:27]1[CH:32]=[CH:31][CH:30]=[CH:29][CH:28]=1)[C:21]1[CH:26]=[CH:25][CH:24]=[CH:23][CH:22]=1. Product: [Si:20]([CH:11]([OH:12])[CH2:10][CH:9]([OH:13])[CH2:8][CH:7]([C:1](=[O:6])[C:2]([CH3:5])([CH3:4])[CH3:3])[OH:14])([C:33]([CH3:36])([CH3:35])[CH3:34])([C:27]1[CH:28]=[CH:29][CH:30]=[CH:31][CH:32]=1)[C:21]1[CH:26]=[CH:25][CH:24]=[CH:23][CH:22]=1. The catalyst class is: 2. (6) Reactant: C([O:7][CH2:8][CH2:9][CH2:10][C@H:11]1[CH2:15][C:14](=[CH2:16])[C@H:13]([CH2:17][CH2:18][C@H:19]2[CH2:24][C@@H:23]([CH3:25])[C:22](=[CH2:26])[C@@H:21]([CH2:27][C@H:28]3[C@H:32]([CH2:33][S:34]([C:37]4[CH:42]=[CH:41][CH:40]=[CH:39][CH:38]=4)(=[O:36])=[O:35])[C@@H:31]([O:43][CH3:44])[C@@H:30]([CH2:45][C@H:46]([O:56][Si:57]([C:60]([CH3:63])([CH3:62])[CH3:61])([CH3:59])[CH3:58])[CH2:47][O:48][Si:49]([C:52]([CH3:55])([CH3:54])[CH3:53])([CH3:51])[CH3:50])[O:29]3)[O:20]2)[O:12]1)(=O)C(C)(C)C.CC(C[AlH]CC(C)C)C. Product: [Si:57]([O:56][C@H:46]([CH2:47][O:48][Si:49]([C:52]([CH3:53])([CH3:55])[CH3:54])([CH3:50])[CH3:51])[CH2:45][C@H:30]1[O:29][C@@H:28]([CH2:27][C@H:21]2[O:20][C@@H:19]([CH2:18][CH2:17][C@@H:13]3[O:12][C@@H:11]([CH2:10][CH2:9][CH2:8][OH:7])[CH2:15][C:14]3=[CH2:16])[CH2:24][C@@H:23]([CH3:25])[C:22]2=[CH2:26])[C@H:32]([CH2:33][S:34]([C:37]2[CH:38]=[CH:39][CH:40]=[CH:41][CH:42]=2)(=[O:35])=[O:36])[C@H:31]1[O:43][CH3:44])([C:60]([CH3:61])([CH3:62])[CH3:63])([CH3:59])[CH3:58]. The catalyst class is: 11. (7) Reactant: [OH:1][CH2:2][CH:3]1[S:8][CH2:7][CH2:6][CH2:5][S:4]1.C(C1SCCCS1)(OCC)=O.C(N(CC)CC)C.[C:27](Cl)(=[O:31])[C:28]([CH3:30])=[CH2:29]. Product: [C:27]([O:1][CH2:2][CH:3]1[S:8][CH2:7][CH2:6][CH2:5][S:4]1)(=[O:31])[C:28]([CH3:30])=[CH2:29]. The catalyst class is: 2. (8) Reactant: [O:1]1[C@@H:13]2[C@@:14]34[CH2:16][CH2:17][N:18]([CH2:19][CH2:20][C:21]5[CH:26]=[CH:25][CH:24]=[CH:23][CH:22]=5)[C@@H:8]([C@:9]3([O:28][CH3:29])[CH2:10][CH2:11][C:12]2=[O:27])[CH2:7][C:6]2=[C:15]4[C:2]1=[C:3]([OH:30])[CH:4]=[CH:5]2.[CH3:31][I:32]. Product: [I-:32].[O:1]1[C@@H:13]2[C@@:14]34[CH2:16][CH2:17][N@@+:18]([CH3:31])([CH2:19][CH2:20][C:21]5[CH:22]=[CH:23][CH:24]=[CH:25][CH:26]=5)[C@@H:8]([C@:9]3([O:28][CH3:29])[CH2:10][CH2:11][C:12]2=[O:27])[CH2:7][C:6]2=[C:15]4[C:2]1=[C:3]([OH:30])[CH:4]=[CH:5]2. The catalyst class is: 6. (9) Reactant: [C:1]([C:3]1[CH:12]=[C:11]2[C:6]([CH:7]=[CH:8][C:9]([O:13][CH:14]([O:18][CH3:19])[C:15]([OH:17])=O)=[CH:10]2)=[CH:5][CH:4]=1)#[CH:2].C(N(CC)C(C)C)(C)C.Cl.[CH3:30][O:31][CH2:32][C:33]([CH3:36])([NH2:35])[CH3:34]. Product: [C:1]([C:3]1[CH:12]=[C:11]2[C:6]([CH:7]=[CH:8][C:9]([O:13][CH:14]([O:18][CH3:19])[C:15]([NH:35][C:33]([CH3:36])([CH3:34])[CH2:32][O:31][CH3:30])=[O:17])=[CH:10]2)=[CH:5][CH:4]=1)#[CH:2]. The catalyst class is: 4. (10) Reactant: F[C:2]1[C:10]([F:11])=[C:9]([F:12])[CH:8]=[CH:7][C:3]=1[C:4]([OH:6])=[O:5].[Li+].C[Si]([N-][Si](C)(C)C)(C)C.[F:23][C:24]1[CH:30]=[C:29]([I:31])[CH:28]=[CH:27][C:25]=1[NH2:26]. Product: [F:11][C:10]1[C:2]([NH:26][C:25]2[CH:27]=[CH:28][C:29]([I:31])=[CH:30][C:24]=2[F:23])=[C:3]([CH:7]=[CH:8][C:9]=1[F:12])[C:4]([OH:6])=[O:5]. The catalyst class is: 1.